This data is from Catalyst prediction with 721,799 reactions and 888 catalyst types from USPTO. The task is: Predict which catalyst facilitates the given reaction. (1) Reactant: [C:1](OC(N1CCCC1)=O)(C)(C)C.[CH3:13][O:14][C:15](=[O:53])[NH:16][CH:17]([C:21]([N:23]1[CH2:27][CH2:26][CH2:25][CH:24]1[C:28]1[N:29](COCC[Si](C)(C)C)[C:30]([C:33]2[CH:38]=[CH:37][C:36]([N:39]3[CH2:44][CH2:43][NH:42][CH2:41][CH2:40]3)=[CH:35][CH:34]=2)=[CH:31][N:32]=1)=[O:22])[CH:18]([CH3:20])[CH3:19].[C:54]([O:58][C:59]([N:61]1[CH2:65][CH2:64][CH2:63][CH:62]1[C:66]1[N:67]([CH2:74][O:75][CH2:76][CH2:77][Si:78]([CH3:81])([CH3:80])[CH3:79])[CH:68]=[C:69]([C:71](O)=[O:72])[N:70]=1)=[O:60])([CH3:57])([CH3:56])[CH3:55].CN(C(ON1N=NC2C=CC=NC1=2)=[N+](C)C)C.F[P-](F)(F)(F)(F)F.CN1CCOCC1. Product: [C:54]([O:58][C:59]([N:61]1[CH2:65][CH2:64][CH2:63][CH:62]1[C:66]1[N:67]([CH2:74][O:75][CH2:76][CH2:77][Si:78]([CH3:81])([CH3:80])[CH3:79])[CH:68]=[C:69]([C:71]([N:42]2[CH2:43][CH2:44][N:39]([C:36]3[CH:37]=[CH:38][C:33]([C:30]4[N:29]([CH3:1])[C:28]([CH:24]5[CH2:25][CH2:26][CH2:27][N:23]5[C:21](=[O:22])[CH:17]([NH:16][C:15]([O:14][CH3:13])=[O:53])[CH:18]([CH3:20])[CH3:19])=[N:32][CH:31]=4)=[CH:34][CH:35]=3)[CH2:40][CH2:41]2)=[O:72])[N:70]=1)=[O:60])([CH3:57])([CH3:56])[CH3:55]. The catalyst class is: 31. (2) Reactant: N1CCC(C(O)=O)CC1.C(O)=O.C=O.[ClH:15].[CH3:16][N:17]1[CH2:22][CH2:21][CH:20]([C:23]([OH:25])=[O:24])[CH2:19][CH2:18]1. Product: [ClH:15].[CH3:16][N:17]1[CH2:22][CH2:21][CH:20]([C:23]([OH:25])=[O:24])[CH2:19][CH2:18]1. The catalyst class is: 45.